This data is from Reaction yield outcomes from USPTO patents with 853,638 reactions. The task is: Predict the reaction yield, written as a fraction of the theoretical maximum amount of product (1.0 means a 100% yield; for example, 0.34 means a 34% yield). (1) The reactants are C[O:2][C:3]1[CH:4]=[C:5]([C:9]23[CH2:18][C:17]4[CH:19]=[CH:20][CH:21]=[CH:22][C:16]=4[CH2:15][C:14]2([CH3:23])[CH2:13][N:12]([CH3:24])[CH2:11][CH2:10]3)[CH:6]=[CH:7][CH:8]=1.Br.[OH-].[Na+].C([O-])(O)=O.[Na+]. The catalyst is C(O)(=O)C. The product is [OH:2][C:3]1[CH:4]=[C:5]([C:9]23[CH2:18][C:17]4[CH:19]=[CH:20][CH:21]=[CH:22][C:16]=4[CH2:15][C:14]2([CH3:23])[CH2:13][N:12]([CH3:24])[CH2:11][CH2:10]3)[CH:6]=[CH:7][CH:8]=1. The yield is 0.280. (2) The reactants are Cl.[Cl:2][C:3]1[CH:4]=[C:5]([C:13]2[O:17][N:16]=[C:15]([C:18]3[CH:28]=[CH:27][C:21]4[CH2:22][CH2:23][NH:24][CH2:25][CH2:26][C:20]=4[CH:19]=3)[N:14]=2)[CH:6]=[CH:7][C:8]=1[O:9][CH:10]([CH3:12])[CH3:11].Br[CH2:30][C:31]([O:33][CH2:34][CH3:35])=[O:32].C(=O)([O-])[O-].[Cs+].[Cs+]. The product is [Cl:2][C:3]1[CH:4]=[C:5]([C:13]2[O:17][N:16]=[C:15]([C:18]3[CH:28]=[CH:27][C:21]4[CH2:22][CH2:23][N:24]([CH2:30][C:31]([O:33][CH2:34][CH3:35])=[O:32])[CH2:25][CH2:26][C:20]=4[CH:19]=3)[N:14]=2)[CH:6]=[CH:7][C:8]=1[O:9][CH:10]([CH3:12])[CH3:11]. The yield is 0.600. The catalyst is CN(C=O)C.C(OCC)C.